From a dataset of Reaction yield outcomes from USPTO patents with 853,638 reactions. Predict the reaction yield, written as a fraction of the theoretical maximum amount of product (1.0 means a 100% yield; for example, 0.34 means a 34% yield). (1) The reactants are ClC1C2=NC=C(OCC3OC=CN=3)N=C2C=CN=1.Cl[C:20]1[N:21]=[C:22]2[CH:29]=[CH:28][N:27]=[C:26]([Cl:30])[C:23]2=[N:24][CH:25]=1.[CH3:31][C@H:32]([OH:35])[C:33]#[CH:34]. No catalyst specified. The product is [CH3:31][C@H:32]([O:35][C:20]1[N:21]=[C:22]2[CH:29]=[CH:28][N:27]=[C:26]([Cl:30])[C:23]2=[N:24][CH:25]=1)[C:33]#[CH:34]. The yield is 0.620. (2) The reactants are [CH3:1][O-].[Na+].[C:4]([O:8]CC)(=O)[CH2:5][CH3:6].C(OC)=O.Cl.[NH2:16][C:17]([NH2:19])=[NH:18].Cl. The catalyst is CN(C=O)C.CO. The product is [CH3:1][C:5]1[C:4](=[O:8])[NH:16][C:17]([NH2:19])=[N:18][CH:6]=1. The yield is 0.584. (3) The reactants are [NH2:1][C:2]1[CH:7]=[CH:6][N:5]=[C:4]([NH:8][CH2:9][CH2:10][CH2:11][O:12][C:13]2[CH:14]=[CH:15][C:16]3[CH2:22][C@@H:21]([CH2:23][C:24]([O:26]CC)=[O:25])[C:20]4[CH:29]=[CH:30][CH:31]=[CH:32][C:19]=4[CH2:18][C:17]=3[CH:33]=2)[CH:3]=1.O[Li].O.C1COCC1. The catalyst is O. The product is [NH2:1][C:2]1[CH:7]=[CH:6][N:5]=[C:4]([NH:8][CH2:9][CH2:10][CH2:11][O:12][C:13]2[CH:14]=[CH:15][C:16]3[CH2:22][C@@H:21]([CH2:23][C:24]([OH:26])=[O:25])[C:20]4[CH:29]=[CH:30][CH:31]=[CH:32][C:19]=4[CH2:18][C:17]=3[CH:33]=2)[CH:3]=1. The yield is 0.420. (4) The reactants are [C:1]([O:5][C:6]1[CH:11]=[CH:10][C:9]([CH2:12][C@H:13]([NH:37]C(=O)OCC2C3C=CC=CC=3C3C2=CC=CC=3)[C:14]([N:16]([CH2:26][C:27]2[C:31]3=[N:32][C:33]([Cl:36])=[CH:34][CH:35]=[C:30]3[S:29][CH:28]=2)[C@@H:17]([CH3:25])[CH:18]([O:22][CH2:23][CH3:24])[O:19][CH2:20][CH3:21])=[O:15])=[CH:8][CH:7]=1)([CH3:4])([CH3:3])[CH3:2].N1CCCCC1. No catalyst specified. The product is [NH2:37][C@@H:13]([CH2:12][C:9]1[CH:10]=[CH:11][C:6]([O:5][C:1]([CH3:4])([CH3:3])[CH3:2])=[CH:7][CH:8]=1)[C:14]([N:16]([CH2:26][C:27]1[C:31]2=[N:32][C:33]([Cl:36])=[CH:34][CH:35]=[C:30]2[S:29][CH:28]=1)[C@@H:17]([CH3:25])[CH:18]([O:22][CH2:23][CH3:24])[O:19][CH2:20][CH3:21])=[O:15]. The yield is 1.19.